The task is: Predict which catalyst facilitates the given reaction.. This data is from Catalyst prediction with 721,799 reactions and 888 catalyst types from USPTO. (1) Reactant: C(N(CC)CC)C.[CH3:8][C@:9]12[C:15]([CH3:17])([CH3:16])[C@H:12]([CH2:13][CH2:14]1)[CH:11]([C:18](Cl)=[O:19])[C:10]2=O.C(O[C:27]([N:29](C)[NH:30][C:31]1[CH:36]=[CH:35][CH:34]=[C:33]([Cl:37])[C:32]=1[Cl:38])=O)(C)(C)C.Cl.O1CCOCC1. Product: [Cl:38][C:32]1[C:33]([Cl:37])=[CH:34][CH:35]=[CH:36][C:31]=1[N:30]1[C:18](=[O:19])[C:11]2[C@@H:12]3[C:15]([CH3:17])([CH3:16])[C@@:9]([CH3:8])([CH2:14][CH2:13]3)[C:10]=2[N:29]1[CH3:27]. The catalyst class is: 417. (2) Reactant: C[O:2][C:3]([C:5]1[CH:6]=[C:7]([Cl:33])[CH:8]=[C:9]2[C:14]=1[NH:13][CH:12]([C:15]1[CH:16]=[C:17]([C:21]3[CH:26]=[CH:25][C:24]([C:27]([CH3:30])([CH3:29])[CH3:28])=[CH:23][CH:22]=3)[CH:18]=[CH:19][CH:20]=1)[C:11]([CH3:32])([CH3:31])[CH2:10]2)=[O:4].[OH-].[Na+].Cl. Product: [C:27]([C:24]1[CH:23]=[CH:22][C:21]([C:17]2[CH:18]=[CH:19][CH:20]=[C:15]([CH:12]3[C:11]([CH3:31])([CH3:32])[CH2:10][C:9]4[C:14](=[C:5]([C:3]([OH:4])=[O:2])[CH:6]=[C:7]([Cl:33])[CH:8]=4)[NH:13]3)[CH:16]=2)=[CH:26][CH:25]=1)([CH3:28])([CH3:29])[CH3:30]. The catalyst class is: 364. (3) Reactant: Cl[C:2]1[C:7]([NH2:8])=[C:6]([Cl:9])[N:5]=[C:4]([NH2:10])[N:3]=1.Cl.[N+:12]([C:15]1[CH:16]=[C:17]([CH:20]=[CH:21][CH:22]=1)[CH2:18][NH2:19])([O-:14])=[O:13].C(N(CC)CC)C. Product: [Cl:9][C:6]1[N:5]=[C:4]([NH2:10])[N:3]=[C:2]([NH:19][CH2:18][C:17]2[CH:20]=[CH:21][CH:22]=[C:15]([N+:12]([O-:14])=[O:13])[CH:16]=2)[C:7]=1[NH2:8]. The catalyst class is: 114. (4) Reactant: [C:1]([C:3]1[CH:4]=[N:5][C:6]2[C:11]([CH:12]=1)=[CH:10][C:9]([O:13][CH:14]([S:25][CH3:26])[C:15]([NH:17][C:18]([CH2:22][O:23][CH3:24])([CH3:21])[CH2:19][OH:20])=[O:16])=[CH:8][C:7]=2[CH3:27])#[CH:2].I[CH3:29].[H-].[Na+]. Product: [C:1]([C:3]1[CH:4]=[N:5][C:6]2[C:11]([CH:12]=1)=[CH:10][C:9]([O:13][CH:14]([S:25][CH3:26])[C:15]([NH:17][C:18]([CH2:19][O:20][CH3:29])([CH3:21])[CH2:22][O:23][CH3:24])=[O:16])=[CH:8][C:7]=2[CH3:27])#[CH:2]. The catalyst class is: 1.